From a dataset of CYP3A4 inhibition data for predicting drug metabolism from PubChem BioAssay. Regression/Classification. Given a drug SMILES string, predict its absorption, distribution, metabolism, or excretion properties. Task type varies by dataset: regression for continuous measurements (e.g., permeability, clearance, half-life) or binary classification for categorical outcomes (e.g., BBB penetration, CYP inhibition). Dataset: cyp3a4_veith. (1) The drug is CCOC(=O)N/N=C1/C[C@@H](O)[C@@H](O)[C@@H]2[C@@H]3C(=O)N(c4cccc(Oc5ccccc5)c4)C(=O)[C@H]3CC[C@@H]12. The result is 0 (non-inhibitor). (2) The drug is C=C1CCO[C@@]2([C@H](O)[C@@](C)(O)CO)NC(=O)[C@]1(O)NC2=O. The result is 0 (non-inhibitor).